From a dataset of Forward reaction prediction with 1.9M reactions from USPTO patents (1976-2016). Predict the product of the given reaction. (1) Given the reactants [CH3:1][N:2]([CH3:7])[S:3](Cl)(=[O:5])=[O:4].[CH3:8][O:9][C:10]1[CH:11]=[CH:12][CH:13]=[C:14]2[C:19]=1[CH:18]([NH:20][C:21]1[CH:30]=[CH:29][C:28]3[C:23](=[CH:24][CH:25]=[C:26]([NH2:31])[CH:27]=3)[N:22]=1)[CH2:17][CH2:16][CH2:15]2, predict the reaction product. The product is: [CH3:8][O:9][C:10]1[CH:11]=[CH:12][CH:13]=[C:14]2[C:19]=1[CH:18]([NH:20][C:21]1[CH:30]=[CH:29][C:28]3[C:23](=[CH:24][CH:25]=[C:26]([NH:31][S:3]([N:2]([CH3:7])[CH3:1])(=[O:5])=[O:4])[CH:27]=3)[N:22]=1)[CH2:17][CH2:16][CH2:15]2. (2) Given the reactants [F:1][C:2]1[CH:10]=[CH:9][C:5]([C:6](Cl)=[O:7])=[CH:4][CH:3]=1.[N+:11]([C:14]1[O:18][C:17]([C:19]([N:21]2[CH2:26][CH2:25][NH:24][CH2:23][CH2:22]2)=[O:20])=[CH:16][CH:15]=1)([O-:13])=[O:12], predict the reaction product. The product is: [F:1][C:2]1[CH:10]=[CH:9][C:5]([C:6]([N:24]2[CH2:25][CH2:26][N:21]([C:19]([C:17]3[O:18][C:14]([N+:11]([O-:13])=[O:12])=[CH:15][CH:16]=3)=[O:20])[CH2:22][CH2:23]2)=[O:7])=[CH:4][CH:3]=1. (3) Given the reactants [Br:1][C:2]1[CH:7]=[CH:6][C:5]([Cl:8])=[CH:4][C:3]=1[C:9]1[C:14]([O:15][CH3:16])=[CH:13][N:12]([CH:17]([CH3:34])[C:18]([NH:20][C:21]2[CH:33]=[CH:32][C:24]([C:25]([O:27]C(C)(C)C)=[O:26])=[CH:23][CH:22]=2)=[O:19])[C:11](=[O:35])[CH:10]=1.C(O)(C(F)(F)F)=O, predict the reaction product. The product is: [Br:1][C:2]1[CH:7]=[CH:6][C:5]([Cl:8])=[CH:4][C:3]=1[C:9]1[C:14]([O:15][CH3:16])=[CH:13][N:12]([CH:17]([CH3:34])[C:18]([NH:20][C:21]2[CH:22]=[CH:23][C:24]([C:25]([OH:27])=[O:26])=[CH:32][CH:33]=2)=[O:19])[C:11](=[O:35])[CH:10]=1. (4) Given the reactants [F:1][C:2]1[CH:3]=[C:4]([CH2:9][C:10](O)=[O:11])[CH:5]=[C:6]([F:8])[CH:7]=1.B.C1COCC1.[OH-].[Na+], predict the reaction product. The product is: [F:1][C:2]1[CH:3]=[C:4]([CH2:9][CH2:10][OH:11])[CH:5]=[C:6]([F:8])[CH:7]=1. (5) Given the reactants CS([C:5]1[N:10]=[C:9]([C:11]2[C:19]3[C:14](=[N:15][C:16]([NH:20][CH2:21][CH2:22][N:23]4[CH2:28][CH2:27][O:26][CH2:25][CH2:24]4)=[N:17][CH:18]=3)[NH:13][N:12]=2)[CH:8]=[CH:7][N:6]=1)(=O)=O.[C:29]([O:33][C:34](=[O:45])[NH:35][CH2:36][CH:37]([NH2:44])[C:38]1[CH:43]=[CH:42][CH:41]=[CH:40][CH:39]=1)([CH3:32])([CH3:31])[CH3:30], predict the reaction product. The product is: [C:29]([O:33][C:34](=[O:45])[NH:35][CH2:36][CH:37]([NH:44][C:5]1[N:10]=[C:9]([C:11]2[C:19]3[C:14](=[N:15][C:16]([NH:20][CH2:21][CH2:22][N:23]4[CH2:28][CH2:27][O:26][CH2:25][CH2:24]4)=[N:17][CH:18]=3)[NH:13][N:12]=2)[CH:8]=[CH:7][N:6]=1)[C:38]1[CH:39]=[CH:40][CH:41]=[CH:42][CH:43]=1)([CH3:32])([CH3:30])[CH3:31].